Dataset: NCI-60 drug combinations with 297,098 pairs across 59 cell lines. Task: Regression. Given two drug SMILES strings and cell line genomic features, predict the synergy score measuring deviation from expected non-interaction effect. (1) Drug 1: C1=CC(=CC=C1CC(C(=O)O)N)N(CCCl)CCCl.Cl. Drug 2: CC=C1C(=O)NC(C(=O)OC2CC(=O)NC(C(=O)NC(CSSCCC=C2)C(=O)N1)C(C)C)C(C)C. Cell line: SR. Synergy scores: CSS=84.7, Synergy_ZIP=0.229, Synergy_Bliss=-3.25, Synergy_Loewe=-5.73, Synergy_HSA=-1.03. (2) Cell line: HS 578T. Drug 2: COC1=C2C(=CC3=C1OC=C3)C=CC(=O)O2. Drug 1: CC1=C2C(C(=O)C3(C(CC4C(C3C(C(C2(C)C)(CC1OC(=O)C(C(C5=CC=CC=C5)NC(=O)OC(C)(C)C)O)O)OC(=O)C6=CC=CC=C6)(CO4)OC(=O)C)OC)C)OC. Synergy scores: CSS=59.5, Synergy_ZIP=6.64, Synergy_Bliss=5.36, Synergy_Loewe=-28.2, Synergy_HSA=5.12. (3) Cell line: NCIH23. Drug 2: CCCCCOC(=O)NC1=NC(=O)N(C=C1F)C2C(C(C(O2)C)O)O. Drug 1: CCCCC(=O)OCC(=O)C1(CC(C2=C(C1)C(=C3C(=C2O)C(=O)C4=C(C3=O)C=CC=C4OC)O)OC5CC(C(C(O5)C)O)NC(=O)C(F)(F)F)O. Synergy scores: CSS=42.4, Synergy_ZIP=-0.825, Synergy_Bliss=-1.18, Synergy_Loewe=-23.8, Synergy_HSA=-1.08.